This data is from Forward reaction prediction with 1.9M reactions from USPTO patents (1976-2016). The task is: Predict the product of the given reaction. (1) Given the reactants [C:1]([O:4][CH2:5][C:6](=[O:12])[NH:7][CH2:8][CH:9]([OH:11])[CH3:10])(=[O:3])[CH3:2].CC(OI1(OC(C)=O)(OC(C)=O)OC(=O)C2C=CC=CC1=2)=O, predict the reaction product. The product is: [C:1]([O:4][CH2:5][C:6](=[O:12])[NH:7][CH2:8][C:9](=[O:11])[CH3:10])(=[O:3])[CH3:2]. (2) Given the reactants [CH2:1]([C:5]1[N:6]([CH2:21][C:22]2[CH:27]=[CH:26][C:25]([C:28]([O:30]C)=[O:29])=[CH:24][CH:23]=2)[C:7]([CH:10]=[C:11]([CH2:15][C:16]2[S:17][CH:18]=[CH:19][CH:20]=2)[C:12]([O-:14])=[O:13])=[CH:8][N:9]=1)[CH2:2][CH2:3][CH3:4], predict the reaction product. The product is: [CH3:4][CH2:3][CH2:2][CH2:1][C:5]1[N:6]([CH2:21][C:22]2[CH:27]=[CH:26][C:25]([C:28]([OH:30])=[O:29])=[CH:24][CH:23]=2)[C:7](/[CH:10]=[C:11](/[C:12]([OH:14])=[O:13])\[CH2:15][C:16]2[S:17][CH:18]=[CH:19][CH:20]=2)=[CH:8][N:9]=1. (3) The product is: [CH3:32][N:33]1[CH2:38][CH2:37][N:36]([C:39]2[CH:44]=[C:43]([OH:77])[CH:42]=[CH:41][CH:40]=2)[CH2:35][CH2:34]1. Given the reactants S1C2C=CC=CC=2N=C1N(COCC[Si](C)(C)C)C(C1C=CC=C2C=1CN(C1SC([CH2:32][N:33]3[CH2:38][CH2:37][N:36]([C:39]4[CH:44]=[CH:43][CH:42]=[CH:41][CH:40]=4)[CH2:35][CH2:34]3)=C(C(OC)=O)N=1)CC2)=O.C1C=CC(N2CCNCC2)=CC=1.N1(C2C=C([OH:77])C=CC=2)CCNCC1, predict the reaction product. (4) Given the reactants I[C:2]1[CH:7]=[CH:6][CH:5]=[CH:4][C:3]=1[C:8]1([C:11]([NH2:13])=[O:12])[CH2:10][CH2:9]1.[C:14]([Si:16]([CH3:19])([CH3:18])[CH3:17])#[CH:15].F[B-](F)(F)F, predict the reaction product. The product is: [CH3:17][Si:16]([C:14]#[C:15][C:2]1[CH:7]=[CH:6][CH:5]=[CH:4][C:3]=1[C:8]1([C:11]([NH2:13])=[O:12])[CH2:10][CH2:9]1)([CH3:19])[CH3:18].